Dataset: Full USPTO retrosynthesis dataset with 1.9M reactions from patents (1976-2016). Task: Predict the reactants needed to synthesize the given product. (1) Given the product [Br:1][C:2]1[CH:3]=[C:4]2[C:12]([C:8]([CH3:11])([CH3:9])[CH2:7][CH2:6][O:5]2)=[CH:13][CH:14]=1, predict the reactants needed to synthesize it. The reactants are: [Br:1][C:2]1[CH:3]=[C:4]([CH:12]=[CH:13][CH:14]=1)[O:5][CH2:6][CH2:7][C:8]([CH3:11])(O)[CH3:9].[Cl-].[Al+3].[Cl-].[Cl-].Cl. (2) Given the product [CH3:32][O:31][CH2:30][CH2:29][O:28][C:26]1[CH:25]=[CH:24][N:23]2[C:19]([C:16]3[CH:15]=[CH:14][C:13]4[C:18](=[C:9]([OH:8])[CH:10]=[CH:11][CH:12]=4)[N:17]=3)=[CH:20][N:21]=[C:22]2[CH:27]=1, predict the reactants needed to synthesize it. The reactants are: C([O:8][C:9]1[CH:10]=[CH:11][CH:12]=[C:13]2[C:18]=1[N:17]=[C:16]([C:19]1[N:23]3[CH:24]=[CH:25][C:26]([O:28][CH2:29][CH2:30][O:31][CH3:32])=[CH:27][C:22]3=[N:21][CH:20]=1)[CH:15]=[CH:14]2)C1C=CC=CC=1.C([O-])=O.[NH4+].C(OCC)(=O)C.C(O)=O. (3) Given the product [CH:24]1([C:21]2[CH:22]=[CH:23][C:18]([CH2:17][S:13][C:10]3[CH:11]=[CH:12][C:7]([CH:2]4[O:3][CH2:4][CH2:5][CH2:6][O:1]4)=[CH:8][CH:9]=3)=[CH:19][C:20]=2[C:30]([F:31])([F:32])[F:33])[CH2:25][CH2:26][CH2:27][CH2:28][CH2:29]1, predict the reactants needed to synthesize it. The reactants are: [O:1]1[CH2:6][CH2:5][CH2:4][O:3][CH:2]1[C:7]1[CH:12]=[CH:11][C:10]([SH:13])=[CH:9][CH:8]=1.[H-].[Na+].Br[CH2:17][C:18]1[CH:23]=[CH:22][C:21]([CH:24]2[CH2:29][CH2:28][CH2:27][CH2:26][CH2:25]2)=[C:20]([C:30]([F:33])([F:32])[F:31])[CH:19]=1.[NH4+].[Cl-].